Dataset: Forward reaction prediction with 1.9M reactions from USPTO patents (1976-2016). Task: Predict the product of the given reaction. (1) Given the reactants Cl[C:2]1[CH:7]=[N:6][CH:5]=[C:4]([N:8]2[CH2:13][CH2:12][C:11]([F:15])([F:14])[CH2:10][CH2:9]2)[N:3]=1.I[C:17]1[C:25]2[C:20](=[CH:21][CH:22]=[C:23]([C:26]3[O:30][C:29]([NH:31][CH2:32][C:33]4[CH:38]=[CH:37][C:36]([O:39][CH3:40])=[CH:35][CH:34]=4)=[N:28][N:27]=3)[CH:24]=2)[N:19]([S:41]([C:44]2[CH:50]=[CH:49][C:47]([CH3:48])=[CH:46][CH:45]=2)(=[O:43])=[O:42])[CH:18]=1.CN(C=O)C, predict the reaction product. The product is: [F:14][C:11]1([F:15])[CH2:12][CH2:13][N:8]([C:4]2[N:3]=[C:2]([C:17]3[C:25]4[C:20](=[CH:21][CH:22]=[C:23]([C:26]5[O:30][C:29]([NH:31][CH2:32][C:33]6[CH:34]=[CH:35][C:36]([O:39][CH3:40])=[CH:37][CH:38]=6)=[N:28][N:27]=5)[CH:24]=4)[N:19]([S:41]([C:44]4[CH:45]=[CH:46][C:47]([CH3:48])=[CH:49][CH:50]=4)(=[O:43])=[O:42])[CH:18]=3)[CH:7]=[N:6][CH:5]=2)[CH2:9][CH2:10]1. (2) Given the reactants [CH2:1]([N+:13]([CH3:22])([CH3:21])[CH2:14][CH2:15][CH2:16][S:17]([O-:20])(=[O:19])=[O:18])[CH2:2][CH2:3][CH2:4][CH2:5][CH2:6][CH2:7][CH2:8][CH2:9][CH2:10]CC.C[N+](CCCCCCCCCCCCCC)(CCCS([O-])(=O)=O)C.C[N+](CCCCCCCCCCCCCCCCCC)(CCCS([O-])(=O)=O)C.C[N+](CCCCCCCCCCCCCCCC)(CCCS([O-])(=O)=O)C, predict the reaction product. The product is: [CH2:1]([N+:13]([CH3:22])([CH3:21])[CH2:14][CH2:15][CH2:16][S:17]([O-:20])(=[O:18])=[O:19])[CH2:2][CH2:3][CH2:4][CH2:5][CH2:6][CH2:7][CH2:8][CH2:9][CH3:10]. (3) The product is: [F:1][C:2]1[CH:15]=[CH:14][C:5]([O:6][C:7]2[S:11][C:10]([CH2:12][NH2:13])=[CH:9][CH:8]=2)=[CH:4][CH:3]=1. Given the reactants [F:1][C:2]1[CH:15]=[CH:14][C:5]([O:6][C:7]2[S:11][C:10]([C:12]#[N:13])=[CH:9][CH:8]=2)=[CH:4][CH:3]=1.FC1C=CC(O)=CC=1.[H-].[Al+3].[Li+].[H-].[H-].[H-].O, predict the reaction product. (4) The product is: [N:1]1[C:10]2[C:5](=[CH:6][C:7]([O:11][C:22](=[O:23])[NH:21][C:17]3[CH:18]=[CH:19][CH:20]=[C:15]([Br:14])[CH:16]=3)=[CH:8][CH:9]=2)[CH:4]=[CH:3][CH:2]=1. Given the reactants [N:1]1[C:10]2[C:5](=[CH:6][C:7]([OH:11])=[CH:8][CH:9]=2)[CH:4]=[CH:3][CH:2]=1.[H-].[Na+].[Br:14][C:15]1[CH:16]=[C:17]([N:21]=[C:22]=[O:23])[CH:18]=[CH:19][CH:20]=1, predict the reaction product. (5) Given the reactants [Si:1]([O:18][CH:19]([C:21]1[CH:25]=[N:24][N:23]([CH2:26][C@@H:27]2[C@H:30]([NH:31][C:32](=[O:41])[O:33][CH2:34][C:35]3[CH:40]=[CH:39][CH:38]=[CH:37][CH:36]=3)[C:29](=[O:42])[N:28]2CC2C=CC(OC)=CC=2OC)[N:22]=1)[CH3:20])([C:14]([CH3:17])([CH3:16])[CH3:15])([C:8]1[CH:13]=[CH:12][CH:11]=[CH:10][CH:9]=1)[C:2]1[CH:7]=[CH:6][CH:5]=[CH:4][CH:3]=1.OP([O-])([O-])=O.[K+].[K+], predict the reaction product. The product is: [Si:1]([O:18][CH:19]([C:21]1[CH:25]=[N:24][N:23]([CH2:26][C@@H:27]2[C@H:30]([NH:31][C:32](=[O:41])[O:33][CH2:34][C:35]3[CH:40]=[CH:39][CH:38]=[CH:37][CH:36]=3)[C:29](=[O:42])[NH:28]2)[N:22]=1)[CH3:20])([C:14]([CH3:16])([CH3:15])[CH3:17])([C:8]1[CH:9]=[CH:10][CH:11]=[CH:12][CH:13]=1)[C:2]1[CH:3]=[CH:4][CH:5]=[CH:6][CH:7]=1. (6) Given the reactants [H-].[Al+3].[Li+].[H-].[H-].[H-].[C:7]1([C:13]2([C:37]3[CH:42]=[CH:41][CH:40]=[CH:39][CH:38]=3)[O:17][C:16]3[CH:18]=[CH:19][C:20]([C:22]([N:24]4[CH2:29][CH:28]=[C:27]([C:30]5[CH:35]=[CH:34][C:33]([F:36])=[CH:32][CH:31]=5)[CH2:26][CH2:25]4)=O)=[CH:21][C:15]=3[O:14]2)[CH:12]=[CH:11][CH:10]=[CH:9][CH:8]=1.O.C(=O)([O-])[O-].[K+].[K+], predict the reaction product. The product is: [C:37]1([C:13]2([C:7]3[CH:8]=[CH:9][CH:10]=[CH:11][CH:12]=3)[O:17][C:16]3[CH:18]=[CH:19][C:20]([CH2:22][N:24]4[CH2:25][CH:26]=[C:27]([C:30]5[CH:31]=[CH:32][C:33]([F:36])=[CH:34][CH:35]=5)[CH2:28][CH2:29]4)=[CH:21][C:15]=3[O:14]2)[CH:38]=[CH:39][CH:40]=[CH:41][CH:42]=1. (7) The product is: [CH3:18][O:17][C@@H:5]([CH2:6][C:7]1[CH:8]=[CH:9][C:10]([O:13][CH2:14][CH2:15][O:30][C:27]2[CH:28]=[CH:29][C:23]3[S:22][C:21]([CH3:20])=[N:25][C:24]=3[CH:26]=2)=[CH:11][CH:12]=1)[C:4]([OH:3])=[O:19]. Given the reactants C([O:3][C:4](=[O:19])[C@@H:5]([O:17][CH3:18])[CH2:6][C:7]1[CH:12]=[CH:11][C:10]([O:13][CH2:14][CH2:15]Br)=[CH:9][CH:8]=1)C.[CH3:20][C:21]1[S:22][C:23]2[CH:29]=[CH:28][C:27]([OH:30])=[CH:26][C:24]=2[N:25]=1.CO[C@@H](CC1C=CC(OCCCOC2C=CC=CC=2)=CC=1)C(O)=O, predict the reaction product. (8) Given the reactants O[NH:2][C@H:3]([C:16](N)=[O:17])[CH2:4][CH2:5][C:6](=[O:15])[O:7][CH2:8][C:9]1[CH:14]=[CH:13][CH:12]=[CH:11][CH:10]=1.C(Cl)(Cl)=[O:20], predict the reaction product. The product is: [NH2:2][C@H:3]([C:16]([OH:17])=[O:20])[CH2:4][CH2:5][C:6](=[O:15])[O:7][CH2:8][C:9]1[CH:14]=[CH:13][CH:12]=[CH:11][CH:10]=1. (9) Given the reactants [C:1]1(=[O:11])[NH:5][C:4](=[O:6])[C:3]2=[CH:7][CH:8]=[CH:9][CH:10]=[C:2]12.[K].[NH2:13][C:14]1[C:23]2[N:24]=[C:25]([CH2:33]Cl)[N:26]([CH2:27][C:28]3([OH:32])[CH2:31][CH2:30][CH2:29]3)[C:22]=2[C:21]2[CH:20]=[CH:19][CH:18]=[CH:17][C:16]=2[N:15]=1, predict the reaction product. The product is: [NH2:13][C:14]1[C:23]2[N:24]=[C:25]([CH2:33][N:5]3[C:1](=[O:11])[C:2]4[C:3](=[CH:7][CH:8]=[CH:9][CH:10]=4)[C:4]3=[O:6])[N:26]([CH2:27][C:28]3([OH:32])[CH2:31][CH2:30][CH2:29]3)[C:22]=2[C:21]2[CH:20]=[CH:19][CH:18]=[CH:17][C:16]=2[N:15]=1. (10) Given the reactants Br[C:2]1[CH:3]=[C:4]([NH:8][CH2:9][C:10]2[CH:15]=[CH:14][C:13]([O:16][CH:17]([CH3:19])[CH3:18])=[C:12]([O:20][CH:21]([CH3:23])[CH3:22])[CH:11]=2)[CH:5]=[N:6][CH:7]=1.[NH:24]1[CH:28]=[CH:27][C:26](B(O)O)=[CH:25]1.C(#N)C.C(=O)([O-])[O-].[Na+].[Na+], predict the reaction product. The product is: [CH:21]([O:20][C:12]1[CH:11]=[C:10]([CH:15]=[CH:14][C:13]=1[O:16][CH:17]([CH3:19])[CH3:18])[CH2:9][NH:8][C:4]1[CH:5]=[N:6][CH:7]=[C:2]([C:26]2[CH:27]=[CH:28][NH:24][CH:25]=2)[CH:3]=1)([CH3:23])[CH3:22].